This data is from Full USPTO retrosynthesis dataset with 1.9M reactions from patents (1976-2016). The task is: Predict the reactants needed to synthesize the given product. Given the product [C:18]([O:17][C:13]([NH:14][NH:15][C@H:9]1[CH2:11][CH2:12][C@H:6]([C:4]([O:3][CH2:2][CH3:1])=[O:5])[CH2:7][CH2:8]1)=[O:16])([CH3:21])([CH3:20])[CH3:19], predict the reactants needed to synthesize it. The reactants are: [CH3:1][CH2:2][O:3][C:4]([CH:6]1[CH2:12][CH2:11][C:9](=O)[CH2:8][CH2:7]1)=[O:5].[C:13]([O:17][C:18]([CH3:21])([CH3:20])[CH3:19])(=[O:16])[NH:14][NH2:15].C(O[BH-](OC(=O)C)OC(=O)C)(=O)C.[Na+].C(=O)([O-])O.[Na+].